From a dataset of Full USPTO retrosynthesis dataset with 1.9M reactions from patents (1976-2016). Predict the reactants needed to synthesize the given product. (1) Given the product [C:18]([NH:2][CH2:3][CH2:4][CH2:5][O:6][C:7]1[CH:16]=[CH:15][C:14]([Cl:17])=[CH:13][C:8]=1[C:9]([O:11][CH3:12])=[O:10])(=[O:20])[CH3:19], predict the reactants needed to synthesize it. The reactants are: Cl.[NH2:2][CH2:3][CH2:4][CH2:5][O:6][C:7]1[CH:16]=[CH:15][C:14]([Cl:17])=[CH:13][C:8]=1[C:9]([O:11][CH3:12])=[O:10].[C:18](Cl)(=[O:20])[CH3:19]. (2) Given the product [ClH:35].[NH2:7][C@@H:8]1[C:16]2[C:11](=[C:12]([C:17]3[S:18][C:19]([C:22]4[CH:27]=[CH:26][C:25]([O:28][CH:29]([CH3:31])[CH3:30])=[C:24]([CH:23]=4)[C:32]#[N:33])=[N:20][N:21]=3)[CH:13]=[CH:14][CH:15]=2)[CH2:10][CH2:9]1, predict the reactants needed to synthesize it. The reactants are: C(OC(=O)[NH:7][C@@H:8]1[C:16]2[C:11](=[C:12]([C:17]3[S:18][C:19]([C:22]4[CH:27]=[CH:26][C:25]([O:28][CH:29]([CH3:31])[CH3:30])=[C:24]([C:32]#[N:33])[CH:23]=4)=[N:20][N:21]=3)[CH:13]=[CH:14][CH:15]=2)[CH2:10][CH2:9]1)(C)(C)C.[ClH:35]. (3) Given the product [C:20]([O:19][C:17]([N:14]1[CH2:15][CH2:16][CH:11]([C:6]2[CH:7]=[N:8][CH:9]=[CH:10][C:5]=2[CH2:3][OH:2])[CH2:12][CH2:13]1)=[O:18])([CH3:23])([CH3:21])[CH3:22], predict the reactants needed to synthesize it. The reactants are: C[O:2][C:3]([C:5]1[CH:10]=[CH:9][N:8]=[CH:7][C:6]=1[CH:11]1[CH2:16][CH2:15][N:14]([C:17]([O:19][C:20]([CH3:23])([CH3:22])[CH3:21])=[O:18])[CH2:13][CH2:12]1)=O.[H-].[H-].[H-].[H-].[Li+].[Al+3].